This data is from Peptide-MHC class I binding affinity with 185,985 pairs from IEDB/IMGT. The task is: Regression. Given a peptide amino acid sequence and an MHC pseudo amino acid sequence, predict their binding affinity value. This is MHC class I binding data. (1) The peptide sequence is NIILSKIPY. The MHC is HLA-A02:03 with pseudo-sequence HLA-A02:03. The binding affinity (normalized) is 0. (2) The peptide sequence is GYLNACGHF. The MHC is HLA-B40:01 with pseudo-sequence HLA-B40:01. The binding affinity (normalized) is 0.0847. (3) The peptide sequence is RLFYTFFSY. The MHC is HLA-A02:03 with pseudo-sequence HLA-A02:03. The binding affinity (normalized) is 0.257. (4) The peptide sequence is TFDVAPSRL. The MHC is HLA-A11:01 with pseudo-sequence HLA-A11:01. The binding affinity (normalized) is 0.0395. (5) The peptide sequence is VFFKQWFEK. The binding affinity (normalized) is 0.0847. The MHC is HLA-A26:02 with pseudo-sequence HLA-A26:02. (6) The peptide sequence is QHAWPLPPL. The MHC is HLA-A03:01 with pseudo-sequence HLA-A03:01. The binding affinity (normalized) is 0.0847.